This data is from Full USPTO retrosynthesis dataset with 1.9M reactions from patents (1976-2016). The task is: Predict the reactants needed to synthesize the given product. (1) Given the product [CH2:1]([O:3][C:4](=[O:17])[NH:5][C:6]1[CH:11]=[CH:10][C:9]([CH2:12][CH2:27][C:22]2[CH:24]=[CH:25][C:19]([Cl:18])=[C:20]([F:26])[CH:21]=2)=[CH:8][C:7]=1[N+:14]([O-:16])=[O:15])[CH3:2], predict the reactants needed to synthesize it. The reactants are: [CH2:1]([O:3][C:4](=[O:17])[NH:5][C:6]1[CH:11]=[CH:10][C:9]([CH:12]=O)=[CH:8][C:7]=1[N+:14]([O-:16])=[O:15])[CH3:2].[Cl:18][C:19]1[CH:25]=[CH:24][C:22](N)=[CH:21][C:20]=1[F:26].[C:27]([BH3-])#N.[Na+].[BH4-].[Na+]. (2) Given the product [CH3:1][N:2]([CH3:18])[S:3]([C:6]1[CH:7]=[CH:8][C:9]2[N:10]([N:12]=[CH:13][C:14]=2[C:15]([Cl:22])=[O:16])[CH:11]=1)(=[O:5])=[O:4], predict the reactants needed to synthesize it. The reactants are: [CH3:1][N:2]([CH3:18])[S:3]([C:6]1[CH:7]=[CH:8][C:9]2[N:10]([N:12]=[CH:13][C:14]=2[C:15](O)=[O:16])[CH:11]=1)(=[O:5])=[O:4].C(Cl)(=O)C([Cl:22])=O. (3) Given the product [NH2:2][C:3]1[N:4]=[C:5]([S:10][CH:12]([C:13]2[CH:18]=[CH:17][CH:16]=[CH:15][CH:14]=2)[CH3:11])[N:6]=[C:7]([OH:9])[CH:8]=1, predict the reactants needed to synthesize it. The reactants are: O.[NH2:2][C:3]1[CH:8]=[C:7]([OH:9])[N:6]=[C:5]([SH:10])[N:4]=1.[CH3:11][CH:12](Br)[C:13]1[CH:18]=[CH:17][CH:16]=[CH:15][CH:14]=1. (4) The reactants are: [N+:1]([C:4]1[CH:9]=[CH:8][C:7]([NH:10][NH2:11])=[CH:6][CH:5]=1)([O-:3])=[O:2].O.[OH:13][C:14]1[CH:21]=[C:20]([OH:22])[C:19]([OH:23])=[CH:18][C:15]=1[CH:16]=O. Given the product [N+:1]([C:4]1[CH:5]=[CH:6][C:7]([NH:10][N:11]=[CH:16][C:15]2[CH:18]=[C:19]([OH:23])[C:20]([OH:22])=[CH:21][C:14]=2[OH:13])=[CH:8][CH:9]=1)([O-:3])=[O:2], predict the reactants needed to synthesize it. (5) Given the product [N:11]1([CH2:10][C:2]2[N:3]([CH2:33][CH2:34][CH2:35][N:36]([CH3:38])[CH3:37])[C:4]3[CH:9]=[CH:8][CH:7]=[CH:6][C:5]=3[N:1]=2)[C@@H:24]2[C@@H:15]([CH2:16][CH2:17][C:18]3[C:23]2=[N:22][CH:21]=[CH:20][CH:19]=3)[CH2:14][CH2:13][CH2:12]1, predict the reactants needed to synthesize it. The reactants are: [NH:1]1[C:5]2[CH:6]=[CH:7][CH:8]=[CH:9][C:4]=2[N:3]=[C:2]1[CH2:10][N:11]1[C@@H:24]2[C@@H:15]([CH2:16][CH2:17][C:18]3[C:23]2=[N:22][CH:21]=[CH:20][CH:19]=3)[CH2:14][CH2:13][CH2:12]1.C(=O)([O-])[O-].[K+].[K+].Cl.Cl[CH2:33][CH2:34][CH2:35][N:36]([CH3:38])[CH3:37].[I-].[K+]. (6) Given the product [CH2:13]([C@H:16]1[C@H:20]([CH2:21][O:22][Si:23]([C:26]([CH3:29])([CH3:27])[CH3:28])([CH3:24])[CH3:25])[CH2:19][N:18]([C@@H:30]([C:32]2[CH:33]=[CH:34][CH:35]=[CH:36][CH:37]=2)[CH3:31])[CH2:17]1)[CH:14]=[CH2:15], predict the reactants needed to synthesize it. The reactants are: COCCO[AlH2-]OCCOC.[Na+].[CH2:13]([C@H:16]1[C@H:20]([CH2:21][O:22][Si:23]([C:26]([CH3:29])([CH3:28])[CH3:27])([CH3:25])[CH3:24])[CH2:19][N:18]([C@@H:30]([C:32]2[CH:37]=[CH:36][CH:35]=[CH:34][CH:33]=2)[CH3:31])[C:17]1=O)[CH:14]=[CH2:15].O.O.O.O.C(C(C(C([O-])=O)O)O)([O-])=O.[Na+].[K+].C(OCC)(=O)C. (7) Given the product [NH2:37][C:34]1[CH:35]=[CH:36][C:31]([CH2:30][CH2:29][N:26]2[C:11]3[N:12]=[C:13]([NH:16][CH2:17][CH2:18][CH2:19][CH2:20][N:21]([CH2:24][CH3:25])[CH2:22][CH3:23])[N:14]=[CH:15][C:10]=3[CH:9]=[C:8]([C:3]3[CH:4]=[CH:5][CH:6]=[CH:7][C:2]=3[Cl:1])[C:27]2=[O:28])=[CH:32][CH:33]=1, predict the reactants needed to synthesize it. The reactants are: [Cl:1][C:2]1[CH:7]=[CH:6][CH:5]=[CH:4][C:3]=1[C:8]1[C:27](=[O:28])[N:26]([CH2:29][CH2:30][C:31]2[CH:36]=[CH:35][C:34]([NH:37]C(=O)OC(C)(C)C)=[CH:33][CH:32]=2)[C:11]2[N:12]=[C:13]([NH:16][CH2:17][CH2:18][CH2:19][CH2:20][N:21]([CH2:24][CH3:25])[CH2:22][CH3:23])[N:14]=[CH:15][C:10]=2[CH:9]=1.FC(F)(F)C(O)=O. (8) Given the product [CH3:21][O:20][C:14]1[CH:13]=[C:12]([C:10]2[N:11]=[C:5]3[CH:4]=[CH:3][C:2]([C:31]4[CH2:36][CH2:35][N:34]([C:37]([O:39][C:40]([CH3:43])([CH3:42])[CH3:41])=[O:38])[CH2:33][CH:32]=4)=[N:7][N:6]3[C:8](=[O:22])[CH:9]=2)[CH:17]=[CH:16][C:15]=1[O:18][CH3:19], predict the reactants needed to synthesize it. The reactants are: Cl[C:2]1[CH:3]=[CH:4][C:5]2[N:6]([C:8](=[O:22])[CH:9]=[C:10]([C:12]3[CH:17]=[CH:16][C:15]([O:18][CH3:19])=[C:14]([O:20][CH3:21])[CH:13]=3)[N:11]=2)[N:7]=1.CC1(C)C(C)(C)OB([C:31]2[CH2:36][CH2:35][N:34]([C:37]([O:39][C:40]([CH3:43])([CH3:42])[CH3:41])=[O:38])[CH2:33][CH:32]=2)O1.C([O-])([O-])=O.[K+].[K+].